From a dataset of Forward reaction prediction with 1.9M reactions from USPTO patents (1976-2016). Predict the product of the given reaction. (1) The product is: [CH:1]([C@@H:4]1[CH2:15][CH2:14][C@@H:13]([CH3:16])[CH2:12][C@@:5]21[NH:9][C:8](=[O:10])[N:7]([CH2:25][C:26](=[O:27])[C:28]1[CH:33]=[CH:32][CH:31]=[CH:30][CH:29]=1)[C:6]2=[O:11])([CH3:3])[CH3:2]. Given the reactants [CH:1]([C@@H:4]1[CH2:15][CH2:14][C@@H:13]([CH3:16])[CH2:12][C@@:5]21[NH:9][C:8](=[O:10])[NH:7][C:6]2=[O:11])([CH3:3])[CH3:2].C(N(CC)CC)C.Br[CH2:25][C:26]([C:28]1[CH:33]=[CH:32][CH:31]=[CH:30][CH:29]=1)=[O:27], predict the reaction product. (2) Given the reactants C[NH+](CC1C=CC=CC=1)C.[Cl-].[CH2:12]1[N:17]2[CH2:18][N+:19]3([CH2:22]/[CH:23]=[CH:24]/[Cl:25])[CH2:21][N:15]([CH2:16]2)[CH2:14][N:13]1[CH2:20]3.[Cl-].CC1C=C(C(CC(C)(C)C)(C)C)C=CC=1OCCOCC[N+](CC1C=CC=CC=1)(C)C.[Cl-].[Cl-].C([N+](C)(C)CC1C=CC([Cl:80])=C(Cl)C=1)CCCCCCCCCCC.CCCCCCCCCC[N+](CCCCCCCCCC)(C)C.CCCCCCCCCC[N+](CCCCCCCCCC)(C)C.[Cl-].[Cl-].C([N+](CCCCCCCCCC)(C)C)CCCCCCC, predict the reaction product. The product is: [CH2:12]1[N:17]2[CH2:18][N:19]3[CH2:21][N:15]([CH2:16]2)[CH2:14][N:13]1[CH2:20]3.[Cl:80][CH:22]=[CH:23][CH2:24][Cl:25].[Cl:25][CH:24]=[CH:23][CH2:22][N+:19]12[CH2:20][N:13]3[CH2:14][N:15]([CH2:16][N:17]([CH2:12]3)[CH2:18]1)[CH2:21]2. (3) Given the reactants [CH2:1]([N:8]([CH2:15][Si](C)(C)C)[CH2:9]OCCCC)[C:2]1[CH:7]=[CH:6][CH:5]=[CH:4][CH:3]=1.[C:20]([O:24][C:25]([NH:27][C:28]1([C:31]#[C:32][C:33]([O:35][CH2:36][CH3:37])=[O:34])[CH2:30][CH2:29]1)=[O:26])([CH3:23])([CH3:22])[CH3:21].FC(F)(F)C(O)=O.C(=O)(O)[O-].[Na+], predict the reaction product. The product is: [CH2:1]([N:8]1[CH2:9][C:31]([C:28]2([NH:27][C:25]([O:24][C:20]([CH3:23])([CH3:22])[CH3:21])=[O:26])[CH2:30][CH2:29]2)=[C:32]([C:33]([O:35][CH2:36][CH3:37])=[O:34])[CH2:15]1)[C:2]1[CH:3]=[CH:4][CH:5]=[CH:6][CH:7]=1. (4) Given the reactants C(=O)([O-])[O-].[K+].[K+].[N+:7]([C:10]1[CH:15]=[CH:14][C:13]([OH:16])=[CH:12][CH:11]=1)([O-:9])=[O:8].[CH2:17]([CH:19]1[O:21][CH2:20]1)Br, predict the reaction product. The product is: [N+:7]([C:10]1[CH:15]=[CH:14][C:13]([O:16][CH2:17][CH:19]2[CH2:20][O:21]2)=[CH:12][CH:11]=1)([O-:9])=[O:8].